From a dataset of Reaction yield outcomes from USPTO patents with 853,638 reactions. Predict the reaction yield, written as a fraction of the theoretical maximum amount of product (1.0 means a 100% yield; for example, 0.34 means a 34% yield). (1) The yield is 0.910. The reactants are [CH3:1][C:2]([CH3:19])([CH2:12][C:13]1[CH:18]=[CH:17][N:16]=[CH:15][CH:14]=1)[C:3]([O:5][CH2:6][CH2:7][Si:8]([CH3:11])([CH3:10])[CH3:9])=[O:4].ClC1C=CC=C(C(OO)=O)C=1.C[Si]([C:35]#[N:36])(C)C.CN(C)C(Cl)=O. The catalyst is C(OCC)(=O)C.O. The product is [CH3:1][C:2]([CH3:19])([CH2:12][C:13]1[CH:18]=[CH:17][N:16]=[C:15]([C:35]#[N:36])[CH:14]=1)[C:3]([O:5][CH2:6][CH2:7][Si:8]([CH3:9])([CH3:10])[CH3:11])=[O:4]. (2) The reactants are [CH3:1][C:2]1[C:6]2[C:7](=[O:20])[N:8]([CH2:12][CH2:13][N:14]3[CH2:19][CH2:18][CH2:17][CH2:16][CH2:15]3)[CH2:9][CH2:10][CH2:11][C:5]=2[NH:4][C:3]=1[CH:21]=O.[CH3:23][C:24]1[CH:32]=[CH:31][CH:30]=[C:29]2[C:25]=1[CH2:26][C:27](=[O:33])[NH:28]2. No catalyst specified. The product is [CH3:1][C:2]1[C:6]2[C:7](=[O:20])[N:8]([CH2:12][CH2:13][N:14]3[CH2:19][CH2:18][CH2:17][CH2:16][CH2:15]3)[CH2:9][CH2:10][CH2:11][C:5]=2[NH:4][C:3]=1/[CH:21]=[C:26]1\[C:27](=[O:33])[NH:28][C:29]2[C:25]\1=[C:24]([CH3:23])[CH:32]=[CH:31][CH:30]=2. The yield is 0.709. (3) The reactants are Br[C:2]1[CH:8]=[C:7]([N+:9]([O-:11])=[O:10])[CH:6]=[CH:5][C:3]=1[NH2:4].[C:12]([C:14]1([CH3:17])[CH2:16][CH2:15]1)#[CH:13]. The catalyst is C(N(CC)CC)C.[Cu]I.Cl[Pd](Cl)([P](C1C=CC=CC=1)(C1C=CC=CC=1)C1C=CC=CC=1)[P](C1C=CC=CC=1)(C1C=CC=CC=1)C1C=CC=CC=1. The product is [CH3:17][C:14]1([C:12]#[C:13][C:2]2[CH:8]=[C:7]([N+:9]([O-:11])=[O:10])[CH:6]=[CH:5][C:3]=2[NH2:4])[CH2:16][CH2:15]1. The yield is 0.790. (4) The reactants are [Cl:1][C:2]1[CH:3]=[C:4]2[C:10]([C:11]3[N:16]=[C:15]([NH:17][C@@H:18]4[CH2:23][CH2:22][CH2:21][C@H:20]([NH:24]C(=O)OC(C)(C)C)[CH2:19]4)[C:14]([F:32])=[CH:13][N:12]=3)=[CH:9][N:8]([S:33]([C:36]3[CH:41]=[CH:40][C:39]([CH3:42])=[CH:38][CH:37]=3)(=[O:35])=[O:34])[C:5]2=[N:6][CH:7]=1.ClC1C=C2C(C3N=C(N[C@H]4CCC[C@@H](NC(=O)OC(C)(C)C)C4)C(F)=CN=3)=CN(S(C3C=CC(C)=CC=3)(=O)=O)C2=NC=1.FC(F)(F)C(O)=O. The catalyst is C(Cl)Cl. The product is [Cl:1][C:2]1[CH:3]=[C:4]2[C:10]([C:11]3[N:16]=[C:15]([NH:17][C@@H:18]4[CH2:23][CH2:22][CH2:21][C@H:20]([NH2:24])[CH2:19]4)[C:14]([F:32])=[CH:13][N:12]=3)=[CH:9][N:8]([S:33]([C:36]3[CH:37]=[CH:38][C:39]([CH3:42])=[CH:40][CH:41]=3)(=[O:35])=[O:34])[C:5]2=[N:6][CH:7]=1. The yield is 0.810.